Task: Regression. Given a peptide amino acid sequence and an MHC pseudo amino acid sequence, predict their binding affinity value. This is MHC class I binding data.. Dataset: Peptide-MHC class I binding affinity with 185,985 pairs from IEDB/IMGT (1) The peptide sequence is YYHTLDESF. The MHC is HLA-A01:01 with pseudo-sequence HLA-A01:01. The binding affinity (normalized) is 0. (2) The peptide sequence is RPAFPAGTF. The MHC is HLA-B40:01 with pseudo-sequence HLA-B40:01. The binding affinity (normalized) is 0.0847.